The task is: Predict the product of the given reaction.. This data is from Forward reaction prediction with 1.9M reactions from USPTO patents (1976-2016). (1) Given the reactants CS(OC[CH:7]([C:16]1[CH:17]=[N:18][C:19]([NH:22][C:23]([C:25]2([C:28]3[CH:36]=[CH:35][C:31]4[O:32][CH2:33][O:34][C:30]=4[CH:29]=3)[CH2:27][CH2:26]2)=[O:24])=[CH:20][CH:21]=1)[C:8]1[CH:13]=[CH:12][CH:11]=[CH:10][C:9]=1[O:14][CH3:15])(=O)=O.C[O:38][CH2:39][CH2:40][N:41]1[CH2:46][CH2:45][NH:44][CH2:43][CH2:42]1.O1C2C=CC(C3(C(NC4C=CC(C(N(C)C)C5C=CC=CC=5OC)=CN=4)=O)CC3)=CC=2OC1, predict the reaction product. The product is: [O:32]1[C:31]2[CH:35]=[CH:36][C:28]([C:25]3([C:23]([NH:22][C:19]4[CH:20]=[CH:21][C:16]([CH:7]([N:44]5[CH2:45][CH2:46][N:41]([CH2:40][CH2:39][OH:38])[CH2:42][CH2:43]5)[C:8]5[CH:13]=[CH:12][CH:11]=[CH:10][C:9]=5[O:14][CH3:15])=[CH:17][N:18]=4)=[O:24])[CH2:26][CH2:27]3)=[CH:29][C:30]=2[O:34][CH2:33]1. (2) The product is: [CH3:28][O:29][C:30](=[O:33])[CH2:31][O:21][C:17]1[CH:16]=[CH:15][C:14]([F:22])=[C:13]2[C:18]=1[C:19]([CH3:20])=[C:10]([CH2:9][C:8]1[CH:7]=[CH:6][C:5]([C:3](=[O:4])[C:2]([CH3:27])([CH3:26])[CH3:1])=[CH:25][CH:24]=1)[C:11](=[O:23])[NH:12]2. Given the reactants [CH3:1][C:2]([CH3:27])([CH3:26])[C:3]([C:5]1[CH:25]=[CH:24][C:8]([CH2:9][C:10]2[C:11](=[O:23])[NH:12][C:13]3[C:18]([C:19]=2[CH3:20])=[C:17]([OH:21])[CH:16]=[CH:15][C:14]=3[F:22])=[CH:7][CH:6]=1)=[O:4].[CH3:28][O:29][C:30](=[O:33])[CH2:31]Br, predict the reaction product. (3) Given the reactants ClC1C=CC=C(C(OO)=O)C=1.[CH3:12][S:13]([NH:16][CH2:17][CH2:18][NH:19][C:20]([C:22]1[C:23]([C:34]2[CH:39]=[CH:38][CH:37]=[CH:36][C:35]=2[Br:40])=[CH:24][C:25]2[CH:30]=[N:29][C:28](SC)=[N:27][C:26]=2[N:33]=1)=[O:21])(=[O:15])=[O:14].[OH:41][CH2:42][CH2:43][S:44][C:45]1[CH:46]=[C:47]([CH:49]=[CH:50][CH:51]=1)[NH2:48], predict the reaction product. The product is: [CH3:12][S:13]([NH:16][CH2:17][CH2:18][NH:19][C:20]([C:22]1[C:23]([C:34]2[CH:39]=[CH:38][CH:37]=[CH:36][C:35]=2[Br:40])=[CH:24][C:25]2[CH:30]=[N:29][C:28]([NH:48][C:47]3[CH:49]=[CH:50][CH:51]=[C:45]([S:44][CH2:43][CH2:42][OH:41])[CH:46]=3)=[N:27][C:26]=2[N:33]=1)=[O:21])(=[O:14])=[O:15].